Regression. Given two drug SMILES strings and cell line genomic features, predict the synergy score measuring deviation from expected non-interaction effect. From a dataset of NCI-60 drug combinations with 297,098 pairs across 59 cell lines. (1) Drug 1: COC1=NC(=NC2=C1N=CN2C3C(C(C(O3)CO)O)O)N. Drug 2: C1CCC(C(C1)N)N.C(=O)(C(=O)[O-])[O-].[Pt+4]. Cell line: MOLT-4. Synergy scores: CSS=73.8, Synergy_ZIP=1.45, Synergy_Bliss=1.36, Synergy_Loewe=3.18, Synergy_HSA=6.09. (2) Drug 1: CC(CN1CC(=O)NC(=O)C1)N2CC(=O)NC(=O)C2. Drug 2: CC1=C(N=C(N=C1N)C(CC(=O)N)NCC(C(=O)N)N)C(=O)NC(C(C2=CN=CN2)OC3C(C(C(C(O3)CO)O)O)OC4C(C(C(C(O4)CO)O)OC(=O)N)O)C(=O)NC(C)C(C(C)C(=O)NC(C(C)O)C(=O)NCCC5=NC(=CS5)C6=NC(=CS6)C(=O)NCCC[S+](C)C)O. Cell line: HCT116. Synergy scores: CSS=51.9, Synergy_ZIP=-5.89, Synergy_Bliss=-6.72, Synergy_Loewe=-1.17, Synergy_HSA=1.28. (3) Drug 1: CC1=C2C(C(=O)C3(C(CC4C(C3C(C(C2(C)C)(CC1OC(=O)C(C(C5=CC=CC=C5)NC(=O)C6=CC=CC=C6)O)O)OC(=O)C7=CC=CC=C7)(CO4)OC(=O)C)O)C)OC(=O)C. Drug 2: C1CN(CCN1C(=O)CCBr)C(=O)CCBr. Cell line: IGROV1. Synergy scores: CSS=17.1, Synergy_ZIP=-8.40, Synergy_Bliss=-1.59, Synergy_Loewe=-1.46, Synergy_HSA=0.747.